Dataset: Full USPTO retrosynthesis dataset with 1.9M reactions from patents (1976-2016). Task: Predict the reactants needed to synthesize the given product. (1) Given the product [C:6]([C:5]([NH2:25])=[O:9])([O:16][C:17]([CH3:20])([CH3:19])[CH3:18])=[O:7], predict the reactants needed to synthesize it. The reactants are: CS(C)=O.[C:5](Cl)(=[O:9])[C:6](Cl)=[O:7].C(Cl)Cl.C(NO)([O:16][C:17]([CH3:20])([CH3:19])[CH3:18])=O.C([N:25](CC)CC)C. (2) Given the product [NH2:1][C:2]1[C:7]2=[C:8]([C:37]3[CH:38]=[CH:39][C:40]4[C:35]([CH:36]=3)=[N:34][N:33]([CH2:26][C:27]3[CH:32]=[CH:31][CH:30]=[CH:29][CH:28]=3)[CH:41]=4)[CH:9]=[C:10]([C:11]3([OH:24])[CH2:16][CH2:15][CH2:14][N:13]([C:17]([O:19][C:20]([CH3:23])([CH3:22])[CH3:21])=[O:18])[CH2:12]3)[N:6]2[N:5]=[CH:4][N:3]=1, predict the reactants needed to synthesize it. The reactants are: [NH2:1][C:2]1[C:7]2=[C:8](Br)[CH:9]=[C:10]([C:11]3([OH:24])[CH2:16][CH2:15][CH2:14][N:13]([C:17]([O:19][C:20]([CH3:23])([CH3:22])[CH3:21])=[O:18])[CH2:12]3)[N:6]2[N:5]=[CH:4][N:3]=1.[CH2:26]([N:33]1[CH:41]=[C:40]2[C:35]([CH:36]=[C:37](B3OC(C)(C)C(C)(C)O3)[CH:38]=[CH:39]2)=[N:34]1)[C:27]1[CH:32]=[CH:31][CH:30]=[CH:29][CH:28]=1.C([O-])([O-])=O.[Na+].[Na+].O. (3) Given the product [F:1][C:2]1[CH:25]=[CH:24][C:5]([CH2:6][N:7]2[C:15]3[C:10](=[CH:11][C:12]([C:16]([O:18][CH2:19][CH3:20])=[O:17])=[CH:13][CH:14]=3)[C:9]([S:37]([CH3:27])(=[O:40])=[O:38])=[C:8]2[CH3:23])=[CH:4][CH:3]=1, predict the reactants needed to synthesize it. The reactants are: [F:1][C:2]1[CH:25]=[CH:24][C:5]([CH2:6][N:7]2[C:15]3[C:10](=[CH:11][C:12]([C:16]([O:18][CH2:19][CH3:20])=[O:17])=[CH:13][CH:14]=3)[C:9](SC)=[C:8]2[CH3:23])=[CH:4][CH:3]=1.Cl[C:27]1C=CC=C(C(OO)=O)C=1.[S:37]([O-:40])(O)=[O:38].[Na+]. (4) The reactants are: [Br:1][C:2]1[N:3]([CH2:11][O:12][CH3:13])[C:4](Br)=[C:5]([N+:7]([O-:9])=[O:8])[N:6]=1.S([O-])([O-])=O.[Na+].[Na+].CN(C)C=O.C(=O)([O-])O.[Na+]. Given the product [Br:1][C:2]1[N:3]([CH2:11][O:12][CH3:13])[CH:4]=[C:5]([N+:7]([O-:9])=[O:8])[N:6]=1, predict the reactants needed to synthesize it.